Dataset: Forward reaction prediction with 1.9M reactions from USPTO patents (1976-2016). Task: Predict the product of the given reaction. (1) The product is: [NH2:17][C:2]1[C:11]2[C:6](=[CH:7][C:8]([C:12]([F:15])([F:14])[F:13])=[CH:9][CH:10]=2)[N:5]=[CH:4][CH:3]=1. Given the reactants Cl[C:2]1[C:11]2[C:6](=[CH:7][C:8]([C:12]([F:15])([F:14])[F:13])=[CH:9][CH:10]=2)[N:5]=[CH:4][CH:3]=1.[Cl-].[NH4+:17], predict the reaction product. (2) Given the reactants [F:1][C:2]([CH3:38])([CH3:37])[CH2:3][N:4]1[CH2:9][CH2:8][CH:7]([CH2:10][O:11][C:12]2[CH:17]=[CH:16][C:15]([C:18]3[C:19]([C:24]([N:26]4[CH2:31][CH2:30][CH2:29][CH2:28][CH:27]4[C:32]([O:34]CC)=[O:33])=[O:25])=[CH:20][CH:21]=[CH:22][CH:23]=3)=[CH:14][CH:13]=2)[CH2:6][CH2:5]1.CO.[Li+].[OH-].Cl, predict the reaction product. The product is: [F:1][C:2]([CH3:38])([CH3:37])[CH2:3][N:4]1[CH2:9][CH2:8][CH:7]([CH2:10][O:11][C:12]2[CH:13]=[CH:14][C:15]([C:18]3[C:19]([C:24]([N:26]4[CH2:31][CH2:30][CH2:29][CH2:28][CH:27]4[C:32]([OH:34])=[O:33])=[O:25])=[CH:20][CH:21]=[CH:22][CH:23]=3)=[CH:16][CH:17]=2)[CH2:6][CH2:5]1. (3) Given the reactants [Cl:1][C:2]1[N:7]=[N:6][C:5]([C:8](OCC)=[O:9])=[C:4]([NH:13][C:14]2[CH:19]=[CH:18][CH:17]=[C:16]([O:20][CH:21]([CH3:23])[CH3:22])[N:15]=2)[CH:3]=1.[NH3:24].CO, predict the reaction product. The product is: [Cl:1][C:2]1[N:7]=[N:6][C:5]([C:8]([NH2:24])=[O:9])=[C:4]([NH:13][C:14]2[CH:19]=[CH:18][CH:17]=[C:16]([O:20][CH:21]([CH3:23])[CH3:22])[N:15]=2)[CH:3]=1. (4) The product is: [C:1]1([CH:7]([C:14]2[CH:19]=[CH:18][N:17]=[N:16][CH:15]=2)[CH2:8][C:9]([OH:11])=[O:10])[CH:6]=[CH:5][CH:4]=[CH:3][CH:2]=1. Given the reactants [C:1]1([CH:7]([C:14]2[CH:19]=[CH:18][N:17]=[N:16][CH:15]=2)[CH2:8][C:9]([O:11]CC)=[O:10])[CH:6]=[CH:5][CH:4]=[CH:3][CH:2]=1.[OH-].[Na+], predict the reaction product. (5) Given the reactants [NH2:1][C@H:2]1[CH2:7][C@H:6]([C:8]([O:10][CH2:11][CH3:12])=[O:9])[C@@H:5]([N:13]2[CH2:17][CH2:16][C@H:15]([NH:18][C:19]([O:21][CH2:22][C:23]3[CH:28]=[CH:27][CH:26]=[CH:25][CH:24]=3)=[O:20])[C:14]2=[O:29])[CH2:4][CH2:3]1.[CH3:30][C:31]([CH3:33])=O.[BH-](OC(C)=O)(OC(C)=O)O[C:36](C)=O.[Na+].C=O, predict the reaction product. The product is: [CH2:22]([O:21][C:19]([NH:18][C@H:15]1[CH2:16][CH2:17][N:13]([C@H:5]2[CH2:4][CH2:3][C@@H:2]([N:1]([CH:31]([CH3:33])[CH3:30])[CH3:36])[CH2:7][C@@H:6]2[C:8]([O:10][CH2:11][CH3:12])=[O:9])[C:14]1=[O:29])=[O:20])[C:23]1[CH:24]=[CH:25][CH:26]=[CH:27][CH:28]=1. (6) Given the reactants [OH-].[Na+].[C:3]([C:5]1[CH:6]=[C:7]([C:15]2[O:19][N:18]=[C:17]([C:20]3[C:21]([F:36])=[CH:22][CH:23]=[C:24]4[C:28]=3[NH:27][CH:26]=[C:25]4[CH2:29][CH2:30][C:31]([O:33]CC)=[O:32])[N:16]=2)[CH:8]=[CH:9][C:10]=1[O:11][CH:12]([CH3:14])[CH3:13])#[N:4].Cl, predict the reaction product. The product is: [C:3]([C:5]1[CH:6]=[C:7]([C:15]2[O:19][N:18]=[C:17]([C:20]3[C:21]([F:36])=[CH:22][CH:23]=[C:24]4[C:28]=3[NH:27][CH:26]=[C:25]4[CH2:29][CH2:30][C:31]([OH:33])=[O:32])[N:16]=2)[CH:8]=[CH:9][C:10]=1[O:11][CH:12]([CH3:14])[CH3:13])#[N:4]. (7) Given the reactants [CH3:1][O:2][C:3]([CH2:5]P(OC)(OC)=O)=[O:4].C1CCN2C(=NCCC2)CC1.[Li+].[Cl-].[F:25][C:26]1[CH:27]=[C:28]([C:39]23[CH2:46][CH2:45][C:42]([CH2:47][CH2:48][CH:49]=O)([CH2:43][CH2:44]2)[CH2:41][O:40]3)[CH:29]=[C:30]([O:32][CH:33]2[CH2:38][CH2:37][CH2:36][CH2:35][O:34]2)[CH:31]=1, predict the reaction product. The product is: [F:25][C:26]1[CH:27]=[C:28]([C:39]23[CH2:44][CH2:43][C:42]([CH2:47][CH2:48]/[CH:49]=[CH:5]/[C:3]([O:2][CH3:1])=[O:4])([CH2:45][CH2:46]2)[CH2:41][O:40]3)[CH:29]=[C:30]([O:32][CH:33]2[CH2:38][CH2:37][CH2:36][CH2:35][O:34]2)[CH:31]=1.